This data is from Merck oncology drug combination screen with 23,052 pairs across 39 cell lines. The task is: Regression. Given two drug SMILES strings and cell line genomic features, predict the synergy score measuring deviation from expected non-interaction effect. Drug 1: Nc1ccn(C2OC(CO)C(O)C2(F)F)c(=O)n1. Drug 2: O=C(O)C1(Cc2cccc(Nc3nccs3)n2)CCC(Oc2cccc(Cl)c2F)CC1. Cell line: NCIH460. Synergy scores: synergy=-12.7.